From a dataset of Full USPTO retrosynthesis dataset with 1.9M reactions from patents (1976-2016). Predict the reactants needed to synthesize the given product. (1) Given the product [CH:4]1[C:3]2[C:2](=[CH:15][CH:10]=[CH:9][CH:8]=2)[CH:6]=[CH:5][C:4]=1[C:3]1[C:2]2[C:11]([CH:10]=[C:9]3[C:8]=1[CH:7]=[CH:7][CH:6]=[CH:5]3)=[CH:12][CH:13]=[CH:14][CH:15]=2, predict the reactants needed to synthesize it. The reactants are: Br[C:2]1[C:3]2[C:8]([CH:9]=[C:10]3[C:15]=1[CH:14]=[CH:13][CH:12]=[CH:11]3)=[CH:7][CH:6]=[CH:5][CH:4]=2.B(O)O.C(=O)([O-])[O-].[Na+].[Na+]. (2) Given the product [Cl:34][C:30]1[C:31]([F:33])=[CH:32][C:10]2[N:9]=[C:8]([CH:1]([O:42][CH3:41])[C:2]3[CH:7]=[CH:6][CH:5]=[CH:4][CH:3]=3)[N:12]([CH:13]([C:23]3[CH:24]=[CH:25][CH:26]=[C:27]([Cl:43])[CH:28]=3)[C:14]([NH:16][CH:17]3[CH2:21][CH2:20][CH2:19][CH2:18]3)=[O:15])[C:11]=2[CH:29]=1, predict the reactants needed to synthesize it. The reactants are: [CH2:1]([C:8]1[N:12]([CH:13]([CH:23]2[CH2:28][CH2:27][CH2:26][CH2:25][CH2:24]2)[C:14]([NH:16][CH:17]2C[CH2:21][CH2:20][CH2:19][CH2:18]2)=[O:15])[C:11]2[CH:29]=[C:30]([Cl:34])[C:31]([F:33])=[CH:32][C:10]=2[N:9]=1)[C:2]1[CH:7]=[CH:6][CH:5]=[CH:4][CH:3]=1.C1([CH:41]=[O:42])CCCCC1.[Cl:43]C1C=C(C=CC=1)C=O.ClC1C=C(CC(O)=O)C=CC=1.COC(C(O)=O)C1C=CC=CC=1.C1([N+]#[C-])CCCCC1.C1([N+]#[C-])CCCC1. (3) Given the product [Cl:20][C:7]([C:6]1[CH:5]=[C:4]([CH:12]=[C:11]([N+:13]([O-:15])=[O:14])[CH:10]=1)[C:3]([O:2][CH3:1])=[O:16])=[O:8], predict the reactants needed to synthesize it. The reactants are: [CH3:1][O:2][C:3](=[O:16])[C:4]1[CH:12]=[C:11]([N+:13]([O-:15])=[O:14])[CH:10]=[C:6]([C:7]([O-])=[O:8])[CH:5]=1.C(Cl)(=O)C([Cl:20])=O. (4) Given the product [O:5]1[CH2:16][CH2:17][CH2:18][O:19][CH:4]1[C:3]1[CH:6]=[CH:7][CH:8]=[C:9]([C:10]2[CH:15]=[CH:14][N:13]=[CH:12][CH:11]=2)[C:2]=1[OH:1], predict the reactants needed to synthesize it. The reactants are: [OH:1][C:2]1[C:9]([C:10]2[CH:15]=[CH:14][N:13]=[CH:12][CH:11]=2)=[CH:8][CH:7]=[CH:6][C:3]=1[CH:4]=[O:5].[CH2:16](O)[CH2:17][CH2:18][OH:19]. (5) Given the product [NH2:1][C:2]1[C:10]2[C:9]([C:11]3[CH:16]=[CH:15][C:14]([C:17]([F:18])([F:20])[F:19])=[C:13]([OH:21])[CH:12]=3)=[N:8][C:7]([NH:23][CH:24]3[CH2:25][CH2:26]3)=[N:6][C:5]=2[S:4][C:3]=1[C:27]([NH2:29])=[O:28], predict the reactants needed to synthesize it. The reactants are: [NH2:1][C:2]1[C:10]2[C:9]([C:11]3[CH:16]=[CH:15][C:14]([C:17]([F:20])([F:19])[F:18])=[C:13]([O:21]C)[CH:12]=3)=[N:8][C:7]([NH:23][CH:24]3[CH2:26][CH2:25]3)=[N:6][C:5]=2[S:4][C:3]=1[C:27]([NH2:29])=[O:28].B(Br)(Br)Br. (6) Given the product [CH3:8][O:9][C:10](=[O:30])[C@@H:11]([CH3:29])[CH2:12][C@@H:13]([C:14](=[O:27])[NH:15][C:16]([CH3:25])([CH3:26])[CH2:17][C:18]1[CH:19]=[CH:20][C:21]([F:24])=[CH:22][CH:23]=1)[NH:28][C:43]([C:40]1[CH:39]=[CH:38][C:37]([C:31]2[CH:32]=[CH:33][CH:34]=[CH:35][CH:36]=2)=[CH:42][N:41]=1)=[O:44], predict the reactants needed to synthesize it. The reactants are: OC(C(F)(F)F)=O.[CH3:8][O:9][C:10](=[O:30])[C@@H:11]([CH3:29])[CH2:12][C@H:13]([NH2:28])[C:14](=[O:27])[NH:15][C:16]([CH3:26])([CH3:25])[CH2:17][C:18]1[CH:23]=[CH:22][C:21]([F:24])=[CH:20][CH:19]=1.[C:31]1([C:37]2[CH:38]=[CH:39][C:40]([C:43](O)=[O:44])=[N:41][CH:42]=2)[CH:36]=[CH:35][CH:34]=[CH:33][CH:32]=1.C(N(CC)CC)C.C(P1(=O)OP(CCC)(=O)OP(CCC)(=O)O1)CC.C(OCC)(=O)C. (7) Given the product [Cl:1][C:2]1[CH:7]=[CH:6][C:5]([NH:8][C:23](=[O:24])[C:22]2[CH:26]=[CH:27][CH:28]=[CH:29][C:21]=2[C:20]([F:19])([F:30])[F:31])=[CH:4][C:3]=1[C:9]1[O:10][C:11]2[CH:17]=[CH:16][CH:15]=[C:14]([Cl:18])[C:12]=2[N:13]=1, predict the reactants needed to synthesize it. The reactants are: [Cl:1][C:2]1[CH:7]=[CH:6][C:5]([NH2:8])=[CH:4][C:3]=1[C:9]1[O:10][C:11]2[CH:17]=[CH:16][CH:15]=[C:14]([Cl:18])[C:12]=2[N:13]=1.[F:19][C:20]([F:31])([F:30])[C:21]1[CH:29]=[CH:28][CH:27]=[CH:26][C:22]=1[C:23](Cl)=[O:24]. (8) Given the product [CH:33]1([CH2:32][C@@H:31]([NH:36][CH2:23][C:20]2[CH:21]=[CH:22][C:17]([C:16]3[O:15][N:14]=[C:13]([CH3:25])[C:12]=3[NH:11][C:10]([O:9][C@@H:7]([C:1]3[CH:6]=[CH:5][CH:4]=[CH:3][CH:2]=3)[CH3:8])=[O:26])=[CH:18][CH:19]=2)[C:30]([OH:37])=[O:29])[CH2:35][CH2:34]1, predict the reactants needed to synthesize it. The reactants are: [C:1]1([C@H:7]([O:9][C:10](=[O:26])[NH:11][C:12]2[C:13]([CH3:25])=[N:14][O:15][C:16]=2[C:17]2[CH:22]=[CH:21][C:20]([CH2:23]Cl)=[CH:19][CH:18]=2)[CH3:8])[CH:6]=[CH:5][CH:4]=[CH:3][CH:2]=1.Cl.C[O:29][C:30](=[O:37])[C@H:31]([NH2:36])[CH2:32][CH:33]1[CH2:35][CH2:34]1.